Task: Regression. Given two drug SMILES strings and cell line genomic features, predict the synergy score measuring deviation from expected non-interaction effect.. Dataset: NCI-60 drug combinations with 297,098 pairs across 59 cell lines Drug 1: C1CCC(C1)C(CC#N)N2C=C(C=N2)C3=C4C=CNC4=NC=N3. Drug 2: CC1=C(C(=O)C2=C(C1=O)N3CC4C(C3(C2COC(=O)N)OC)N4)N. Cell line: A549. Synergy scores: CSS=42.5, Synergy_ZIP=-0.163, Synergy_Bliss=-0.0949, Synergy_Loewe=-12.5, Synergy_HSA=1.83.